This data is from Full USPTO retrosynthesis dataset with 1.9M reactions from patents (1976-2016). The task is: Predict the reactants needed to synthesize the given product. Given the product [Br:10][C:7]1[CH:8]=[CH:9][N:4]2[N:3]=[C:2]([N:12]3[CH2:16][CH2:15][CH2:14][CH2:13]3)[N:11]=[C:5]2[CH:6]=1, predict the reactants needed to synthesize it. The reactants are: Br[C:2]1[N:11]=[C:5]2[CH:6]=[C:7]([Br:10])[CH:8]=[CH:9][N:4]2[N:3]=1.[NH:12]1[CH2:16][CH2:15][CH2:14][CH2:13]1.